From a dataset of Forward reaction prediction with 1.9M reactions from USPTO patents (1976-2016). Predict the product of the given reaction. Given the reactants [CH3:1][O:2][C:3](=[O:16])[C@@H:4]([CH2:6][C:7]1[C:15]2[C:10](=[CH:11][CH:12]=[CH:13][CH:14]=2)[NH:9][CH:8]=1)[NH2:5].[CH3:17][O:18][C:19]1[CH:20]=[C:21]([CH:24]=[C:25]([O:27][CH3:28])[CH:26]=1)[CH:22]=O.C(OC)(OC)OC, predict the reaction product. The product is: [CH3:1][O:2][C:3]([C@H:4]1[CH2:6][C:7]2[C:15]3[C:10](=[CH:11][CH:12]=[CH:13][CH:14]=3)[NH:9][C:8]=2[C@@H:22]([C:21]2[CH:24]=[C:25]([O:27][CH3:28])[CH:26]=[C:19]([O:18][CH3:17])[CH:20]=2)[NH:5]1)=[O:16].